This data is from Reaction yield outcomes from USPTO patents with 853,638 reactions. The task is: Predict the reaction yield, written as a fraction of the theoretical maximum amount of product (1.0 means a 100% yield; for example, 0.34 means a 34% yield). (1) The reactants are [NH:1]1[CH2:5][CH2:4][C@H:3]([C:6]([O:8][CH3:9])=[O:7])[CH2:2]1.CCN(C(C)C)C(C)C.[Br:19][C:20]1[CH:21]=[N:22][C:23]([C:26]2[CH:31]=[CH:30][C:29]([CH2:32][C@H:33]([NH:37][C:38]([C:40]3[S:41][C:42]([C:45]([CH3:48])([CH3:47])[CH3:46])=[CH:43][CH:44]=3)=[O:39])[C:34](O)=[O:35])=[CH:28][CH:27]=2)=[N:24][CH:25]=1.CN(C(ON1N=NC2C=CC=NC1=2)=[N+](C)C)C.F[P-](F)(F)(F)(F)F. The catalyst is CN(C=O)C. The product is [Br:19][C:20]1[CH:25]=[N:24][C:23]([C:26]2[CH:27]=[CH:28][C:29]([CH2:32][C@H:33]([NH:37][C:38]([C:40]3[S:41][C:42]([C:45]([CH3:48])([CH3:47])[CH3:46])=[CH:43][CH:44]=3)=[O:39])[C:34]([N:1]3[CH2:5][CH2:4][C@H:3]([C:6]([O:8][CH3:9])=[O:7])[CH2:2]3)=[O:35])=[CH:30][CH:31]=2)=[N:22][CH:21]=1. The yield is 0.580. (2) The product is [Cl:6][C:7]1[C:8]([CH2:9][N:1]2[CH2:5][CH2:4][CH2:3][CH2:2]2)=[CH:11][CH:12]=[CH:13][C:14]=1[OH:15]. The catalyst is ClCCl.O. The yield is 0.550. The reactants are [NH:1]1[CH2:5][CH2:4][CH2:3][CH2:2]1.[Cl:6][C:7]1[C:14]([OH:15])=[CH:13][CH:12]=[CH:11][C:8]=1[CH:9]=O.C(O[BH-](OC(=O)C)OC(=O)C)(=O)C.[Na+].Cl. (3) The reactants are [C:1]([C:4]1[C:9]([NH:10][C:11]([C:13]2[CH:18]=[CH:17][CH:16]=[C:15]([CH3:19])[N:14]=2)=O)=[C:8]([CH3:20])[C:7]([O:21][CH3:22])=[CH:6][CH:5]=1)(=[O:3])[CH3:2].[OH-].[K+].O. The catalyst is N1C=CC=CC=1. The product is [OH:3][C:1]1[C:4]2[C:9](=[C:8]([CH3:20])[C:7]([O:21][CH3:22])=[CH:6][CH:5]=2)[N:10]=[C:11]([C:13]2[CH:18]=[CH:17][CH:16]=[C:15]([CH3:19])[N:14]=2)[CH:2]=1. The yield is 0.950. (4) The reactants are [NH2:1][C@@H:2]([CH2:22][C:23]1[CH:28]=[CH:27][C:26]([OH:29])=[CH:25][CH:24]=1)[C@@H:3]([OH:21])[CH2:4][C@@H:5]([NH:13][C:14](=[O:20])[O:15][C:16]([CH3:19])([CH3:18])[CH3:17])[CH2:6][C:7]1[CH:12]=[CH:11][CH:10]=[CH:9][CH:8]=1.[CH2:30]([O:37][C:38](ON1C(=O)CCC1=O)=[O:39])[C:31]1[CH:36]=[CH:35][CH:34]=[CH:33][CH:32]=1.C(N(CC)C(C)C)(C)C.CO. The catalyst is C1COCC1.C(Cl)(Cl)Cl. The product is [C:16]([O:15][C:14]([NH:13][C@@H:5]([CH2:6][C:7]1[CH:12]=[CH:11][CH:10]=[CH:9][CH:8]=1)[CH2:4][C@H:3]([OH:21])[C@@H:2]([NH:1][C:38](=[O:39])[O:37][CH2:30][C:31]1[CH:36]=[CH:35][CH:34]=[CH:33][CH:32]=1)[CH2:22][C:23]1[CH:24]=[CH:25][C:26]([OH:29])=[CH:27][CH:28]=1)=[O:20])([CH3:19])([CH3:18])[CH3:17]. The yield is 0.630. (5) The reactants are [CH2:1]([O:8][C:9]1[CH:10]=[C:11]2[C:15](=[CH:16][CH:17]=1)[NH:14][CH:13]=[CH:12]2)[C:2]1[CH:7]=[CH:6][CH:5]=[CH:4][CH:3]=1.[H-].[Na+].I[CH3:21]. The catalyst is CN(C=O)C.O. The product is [CH2:1]([O:8][C:9]1[CH:10]=[C:11]2[C:15](=[CH:16][CH:17]=1)[N:14]([CH3:21])[CH:13]=[CH:12]2)[C:2]1[CH:3]=[CH:4][CH:5]=[CH:6][CH:7]=1. The yield is 0.800. (6) The reactants are [CH3:1][C:2]1[CH:7]=[C:6]([C:8]#[C:9][CH3:10])[CH:5]=[C:4]([CH3:11])[C:3]=1[C:12]1[C:13](=[O:26])[CH2:14][CH:15]([C:20]2[CH:25]=[CH:24][CH:23]=[CH:22][N:21]=2)[CH2:16][C:17]=1[O:18]C.[ClH:27]. The catalyst is CC(C)=O. The product is [ClH:27].[CH3:1][C:2]1[CH:7]=[C:6]([C:8]#[C:9][CH3:10])[CH:5]=[C:4]([CH3:11])[C:3]=1[CH:12]1[C:17](=[O:18])[CH2:16][CH:15]([C:20]2[CH:25]=[CH:24][CH:23]=[CH:22][N:21]=2)[CH2:14][C:13]1=[O:26]. The yield is 0.880. (7) The reactants are [C:1]1(B(O)O)[CH:6]=[CH:5][CH:4]=[CH:3][CH:2]=1.Br[C:11]1[CH:16]=[C:15]([O:17][CH3:18])[CH:14]=[C:13](Br)[C:12]=1[OH:20].Cl. The catalyst is COCCOC.O.CCOC(C)=O.CC([O-])=O.CC([O-])=O.[Pd+2]. The product is [CH3:18][O:17][C:15]1[CH:16]=[C:11]([C:1]2[CH:6]=[CH:5][CH:4]=[CH:3][CH:2]=2)[C:12]([OH:20])=[C:13]([C:1]2[CH:6]=[CH:5][CH:4]=[CH:3][CH:2]=2)[CH:14]=1. The yield is 0.330.